From a dataset of Forward reaction prediction with 1.9M reactions from USPTO patents (1976-2016). Predict the product of the given reaction. (1) The product is: [CH2:28]([O:35][C:36]1[C:37]([O:66][CH3:59])=[CH:38][CH:55]=[CH:56][C:47]=1[CH2:48][CH2:49][C@H:50]([OH:57])[CH2:51][OH:84])[C:29]1[CH:30]=[CH:31][CH:32]=[CH:33][CH:34]=1. Given the reactants CC[C@H]1[C@H]2C[C@H]([C@H](OC3[C:34]4[C:29](=[CH:30][CH:31]=[CH:32][CH:33]=4)[C:28]([O:35][C@H:36]([C:47]4[CH:56]=[CH:55]N=C5[C:48]=4[CH:49]=[C:50]([O:57]C)[CH:51]=C5)[C@@H:37]4N5C[C@H](CC)[C@@H](CC5)[CH2:38]4)=NN=3)C3C=CN=C4C=3C=C(OC)C=C4)N(CC2)C1.[CH2:59]([O:66]C1C(OC)=CC=CC=1CCC=C)C1C=CC=CC=1.O.C([OH:84])(C)(C)C, predict the reaction product. (2) Given the reactants [NH2:1][C:2]1[C:3]2[N:14]([CH2:15][O:16][CH2:17][C:18]3[CH:23]=[CH:22][CH:21]=[CH:20][CH:19]=3)[CH:13]=[C:12]([C:24]#[C:25][CH2:26][CH2:27][OH:28])[C:4]=2[N:5]=[C:6]([CH2:8][CH2:9][CH2:10][CH3:11])[N:7]=1, predict the reaction product. The product is: [NH2:1][C:2]1[C:3]2[N:14]([CH2:15][O:16][CH2:17][C:18]3[CH:19]=[CH:20][CH:21]=[CH:22][CH:23]=3)[CH:13]=[C:12]([CH2:24][CH2:25][CH2:26][CH2:27][OH:28])[C:4]=2[N:5]=[C:6]([CH2:8][CH2:9][CH2:10][CH3:11])[N:7]=1. (3) Given the reactants [Cl:1][C:2]1[CH:3]=[CH:4][C:5]2[N:10]([C:11]3[CH:16]=[CH:15][CH:14]=[CH:13][C:12]=3[F:17])[S:9](=[O:19])(=[O:18])[CH2:8][CH2:7][C:6]=2[CH:20]=1.C[Si]([N-][Si](C)(C)C)(C)C.[Li+].[Br:31][CH2:32][CH2:33][CH2:34]Br, predict the reaction product. The product is: [Br:31][CH2:32][CH2:33][CH2:34][CH:8]1[CH2:7][C:6]2[CH:20]=[C:2]([Cl:1])[CH:3]=[CH:4][C:5]=2[N:10]([C:11]2[CH:16]=[CH:15][CH:14]=[CH:13][C:12]=2[F:17])[S:9]1(=[O:18])=[O:19]. (4) Given the reactants O.[CH2:2]([O:9][C:10]1[CH:11]=[C:12]2[C:16](=[CH:17][C:18]=1[OH:19])[C:15](=[O:20])[CH2:14][CH2:13]2)[C:3]1[CH:8]=[CH:7][CH:6]=[CH:5][CH:4]=1.[N+:21]([O-])([OH:23])=[O:22], predict the reaction product. The product is: [CH2:2]([O:9][C:10]1[CH:11]=[C:12]2[C:16](=[C:17]([N+:21]([O-:23])=[O:22])[C:18]=1[OH:19])[C:15](=[O:20])[CH2:14][CH2:13]2)[C:3]1[CH:8]=[CH:7][CH:6]=[CH:5][CH:4]=1. (5) Given the reactants [CH3:1][C:2]([CH3:26])([CH3:25])[CH2:3][C:4]([N:6]([CH2:16][C:17]1[CH:22]=[CH:21][CH:20]=[C:19]([O:23][CH3:24])[CH:18]=1)[C@@H:7]1[CH2:11][NH:10][C@H:9]([C:12]([O:14][CH3:15])=[O:13])[CH2:8]1)=[O:5].[CH:27]1[C:32]([CH:33]=O)=[CH:31][C:30]2[O:35][CH2:36][O:37][C:29]=2[CH:28]=1.C(O)(=O)C.C([BH3-])#N.[Na+], predict the reaction product. The product is: [O:37]1[C:29]2[CH:28]=[CH:27][C:32]([CH2:33][N:10]3[CH2:11][C@@H:7]([N:6]([C:4](=[O:5])[CH2:3][C:2]([CH3:26])([CH3:25])[CH3:1])[CH2:16][C:17]4[CH:22]=[CH:21][CH:20]=[C:19]([O:23][CH3:24])[CH:18]=4)[CH2:8][C@H:9]3[C:12]([O:14][CH3:15])=[O:13])=[CH:31][C:30]=2[O:35][CH2:36]1. (6) Given the reactants [C:1]([O:5][C:6]([N:8]1[CH2:13][CH2:12][CH:11]([C:14]2([CH3:24])[O:23][C:17]3=[CH:18][N:19]=[C:20](Cl)[CH:21]=[C:16]3[CH2:15]2)[CH2:10][CH2:9]1)=[O:7])([CH3:4])([CH3:3])[CH3:2].[CH3:25][S:26]([CH2:29][C:30]1[CH:35]=[CH:34][C:33](B(O)O)=[CH:32][CH:31]=1)(=[O:28])=[O:27], predict the reaction product. The product is: [C:1]([O:5][C:6]([N:8]1[CH2:13][CH2:12][CH:11]([C:14]2([CH3:24])[O:23][C:17]3=[CH:18][N:19]=[C:20]([C:33]4[CH:32]=[CH:31][C:30]([CH2:29][S:26]([CH3:25])(=[O:28])=[O:27])=[CH:35][CH:34]=4)[CH:21]=[C:16]3[CH2:15]2)[CH2:10][CH2:9]1)=[O:7])([CH3:4])([CH3:3])[CH3:2]. (7) Given the reactants C([O:8][C:9](=[O:59])[C@H:10]([NH:48]C(OCC1C=CC=CC=1)=O)[CH2:11][N:12]1[CH2:23][CH2:22][N:21]([CH2:24][C:25]([O:27][C:28]([CH3:31])([CH3:30])[CH3:29])=[O:26])[CH2:20][CH2:19][N:18]([CH2:32][C:33]([O:35][C:36]([CH3:39])([CH3:38])[CH3:37])=[O:34])[CH2:17][CH2:16][N:15]([CH2:40][C:41]([O:43][C:44]([CH3:47])([CH3:46])[CH3:45])=[O:42])[CH2:14][CH2:13]1)C1C=CC=CC=1, predict the reaction product. The product is: [NH2:48][C@H:10]([CH2:11][N:12]1[CH2:13][CH2:14][N:15]([CH2:40][C:41](=[O:42])[O:43][C:44]([CH3:47])([CH3:45])[CH3:46])[CH2:16][CH2:17][N:18]([CH2:32][C:33](=[O:34])[O:35][C:36]([CH3:37])([CH3:38])[CH3:39])[CH2:19][CH2:20][N:21]([CH2:24][C:25]([O:27][C:28]([CH3:31])([CH3:30])[CH3:29])=[O:26])[CH2:22][CH2:23]1)[C:9]([OH:59])=[O:8]. (8) Given the reactants Br[C:2]1[CH:3]=[CH:4][C:5]2[C:11]3[S:12][C:13]([C:15]([N:17]([C:19]4[CH:24]=[CH:23][CH:22]=[CH:21][C:20]=4[Cl:25])[CH3:18])=[O:16])=[CH:14][C:10]=3[CH2:9][CH2:8][O:7][C:6]=2[CH:26]=1.[CH3:27][C:28]1[NH:32][N:31]=[CH:30][C:29]=1B1OC(C)(C)C(C)(C)O1, predict the reaction product. The product is: [Cl:25][C:20]1[CH:21]=[CH:22][CH:23]=[CH:24][C:19]=1[N:17]([CH3:18])[C:15]([C:13]1[S:12][C:11]2[C:5]3[CH:4]=[CH:3][C:2]([C:29]4[C:28]([CH3:27])=[N:32][NH:31][CH:30]=4)=[CH:26][C:6]=3[O:7][CH2:8][CH2:9][C:10]=2[CH:14]=1)=[O:16].